From a dataset of Catalyst prediction with 721,799 reactions and 888 catalyst types from USPTO. Predict which catalyst facilitates the given reaction. Reactant: [CH:1](=O)/[CH:2]=[CH:3]/[CH3:4].[C:6]1([S:12]([C:15]#[N:16])(=[O:14])=[O:13])[CH:11]=[CH:10][CH:9]=[CH:8][CH:7]=1.C(OC(C)C)(C)C.B(OCCCC)(OCCCC)OCCCC. Product: [C:6]1([S:12]([C:15]2[CH:4]=[CH:3][CH:2]=[CH:1][N:16]=2)(=[O:13])=[O:14])[CH:7]=[CH:8][CH:9]=[CH:10][CH:11]=1. The catalyst class is: 51.